Dataset: Reaction yield outcomes from USPTO patents with 853,638 reactions. Task: Predict the reaction yield, written as a fraction of the theoretical maximum amount of product (1.0 means a 100% yield; for example, 0.34 means a 34% yield). (1) The reactants are [Br:1][C:2]1[CH:7]=[CH:6][C:5]([SH:8])=[CH:4][CH:3]=1.C([O-])([O-])=O.[K+].[K+].Cl[CH2:16][C:17](=O)[CH3:18]. The catalyst is CC(C)=O.ClC1C=CC=CC=1. The product is [Br:1][C:2]1[CH:7]=[CH:6][C:5]2[S:8][CH:16]=[C:17]([CH3:18])[C:4]=2[CH:3]=1. The yield is 0.500. (2) The reactants are [Br:1][C:2]1[CH:3]=[N:4][CH:5]=[C:6]([CH:10]=1)[C:7](Cl)=[O:8].[Br:11][C:12]1[CH:18]=[CH:17][CH:16]=[CH:15][C:13]=1[NH2:14].C(N(CC)CC)C.O. The catalyst is ClCCl. The product is [Br:1][C:2]1[CH:3]=[N:4][CH:5]=[C:6]([CH:10]=1)[C:7]([NH:14][C:13]1[CH:15]=[CH:16][CH:17]=[CH:18][C:12]=1[Br:11])=[O:8]. The yield is 0.850. (3) The reactants are [Br:1][C:2]1[CH:7]=[CH:6][CH:5]=[C:4]([C:8]([F:11])([F:10])[F:9])[C:3]=1[CH2:12]Br.C([O-])(O)=[O:15].[Na+]. No catalyst specified. The product is [Br:1][C:2]1[CH:7]=[CH:6][CH:5]=[C:4]([C:8]([F:11])([F:10])[F:9])[C:3]=1[CH2:12][OH:15]. The yield is 0.980. (4) The reactants are [CH3:1][O:2][C:3](=[O:23])[CH:4]([C:10]1[CH:15]=[CH:14][C:13]([NH2:16])=[C:12]([O:17][CH2:18][C:19]([F:22])([F:21])[F:20])[CH:11]=1)[CH2:5][CH:6]1[CH2:9][CH2:8][CH2:7]1.[Br:24]N1C(=O)CCC1=O.O.C(Cl)Cl. The catalyst is C(Cl)(Cl)Cl. The product is [CH3:1][O:2][C:3](=[O:23])[CH:4]([C:10]1[CH:11]=[C:12]([O:17][CH2:18][C:19]([F:22])([F:21])[F:20])[C:13]([NH2:16])=[C:14]([Br:24])[CH:15]=1)[CH2:5][CH:6]1[CH2:7][CH2:8][CH2:9]1. The yield is 0.940.